Dataset: TCR-epitope binding with 47,182 pairs between 192 epitopes and 23,139 TCRs. Task: Binary Classification. Given a T-cell receptor sequence (or CDR3 region) and an epitope sequence, predict whether binding occurs between them. (1) The epitope is NLNESLIDL. The TCR CDR3 sequence is CASSLALAYTEAFF. Result: 1 (the TCR binds to the epitope). (2) The epitope is FLLNKEMYL. The TCR CDR3 sequence is CASNLTPGLAGQETQYF. Result: 0 (the TCR does not bind to the epitope).